This data is from Full USPTO retrosynthesis dataset with 1.9M reactions from patents (1976-2016). The task is: Predict the reactants needed to synthesize the given product. Given the product [CH3:1][O:2][C:3](=[O:17])[CH:4]([O:7][C:8]1[CH:13]=[CH:12][C:11]([Cl:14])=[CH:10][C:9]=1[CH:15]1[O:20][CH2:19][CH2:18][O:16]1)[CH2:5][CH3:6], predict the reactants needed to synthesize it. The reactants are: [CH3:1][O:2][C:3](=[O:17])[CH:4]([O:7][C:8]1[CH:13]=[CH:12][C:11]([Cl:14])=[CH:10][C:9]=1[CH:15]=[O:16])[CH2:5][CH3:6].[CH2:18](O)[CH2:19][OH:20].C1(C)C=CC(S(O)(=O)=O)=CC=1.